This data is from Full USPTO retrosynthesis dataset with 1.9M reactions from patents (1976-2016). The task is: Predict the reactants needed to synthesize the given product. The reactants are: C(Cl)(Cl)Cl.[Cl:5][C:6]1[CH:11]=[C:10]([Cl:12])[CH:9]=[CH:8][C:7]=1[CH:13]1[C:17]([OH:18])=[C:16]([C:19]([CH3:21])=[O:20])[CH2:15][S:14]1.S(Cl)(Cl)(=O)=O. Given the product [Cl:5][C:6]1[CH:11]=[C:10]([Cl:12])[CH:9]=[CH:8][C:7]=1[C:13]1[S:14][CH:15]=[C:16]([C:19]([CH3:21])=[O:20])[C:17]=1[OH:18], predict the reactants needed to synthesize it.